This data is from Full USPTO retrosynthesis dataset with 1.9M reactions from patents (1976-2016). The task is: Predict the reactants needed to synthesize the given product. (1) Given the product [F:57][C:54]1[CH:55]=[CH:14][C:13]([CH2:12][CH2:11][N:5]2[C:4](=[O:16])[C:3]([C:17]3[NH:22][C:21]4[CH:23]=[CH:24][C:25]([NH:27][S:28]([CH3:31])(=[O:30])=[O:29])=[CH:26][C:20]=4[S:19](=[O:33])(=[O:32])[N:18]=3)=[C:2]([OH:1])[N:7]3[N:8]=[CH:9][CH:10]=[C:6]23)=[CH:15][CH:53]=1, predict the reactants needed to synthesize it. The reactants are: [OH:1][C:2]1[N:7]2[N:8]=[CH:9][CH:10]=[C:6]2[N:5]([CH2:11][CH2:12][CH:13]([CH3:15])[CH3:14])[C:4](=[O:16])[C:3]=1[C:17]1[NH:22][C:21]2[CH:23]=[CH:24][C:25]([NH:27][S:28]([CH3:31])(=[O:30])=[O:29])=[CH:26][C:20]=2[S:19](=[O:33])(=[O:32])[N:18]=1.C(OC(C1C=C2N(CCC3C=[CH:55][C:54]([F:57])=[CH:53]C=3)C(=O)CC(=O)N2N=1)=O)C. (2) The reactants are: [C:1]1(=[O:11])[O:6][C:4](=[O:5])[CH:3]2[CH2:7][CH2:8][CH2:9][CH2:10][CH:2]12.[OH-].[K+]. Given the product [C:1]1(=[O:11])[O:6][C:4](=[O:5])[C:3]2=[CH:7][CH:8]=[CH:9][CH:10]=[C:2]12, predict the reactants needed to synthesize it. (3) The reactants are: Cl[C:2]1[C:3]2[C:4](=[CH:19][N:20](CC3C=CC(OC)=CC=3)[N:21]=2)[N:5]=[C:6]([C:8]2[CH:9]=[N:10][C:11]([N:14]3[CH2:18][CH2:17][CH2:16][CH2:15]3)=[CH:12][CH:13]=2)[N:7]=1.[NH:31]1[CH:35]=[CH:34][C:33]([NH2:36])=[N:32]1.Cl. Given the product [NH:31]1[CH:35]=[CH:34][C:33]([NH:36][C:2]2[C:3]3[NH:21][N:20]=[CH:19][C:4]=3[N:5]=[C:6]([C:8]3[CH:9]=[N:10][C:11]([N:14]4[CH2:18][CH2:17][CH2:16][CH2:15]4)=[CH:12][CH:13]=3)[N:7]=2)=[N:32]1, predict the reactants needed to synthesize it. (4) The reactants are: [F:1][C:2]1[CH:7]=[CH:6][C:5]([N:8]2[CH2:36][CH2:35][C:11]3[NH:12][C:13]4[CH:14]=[CH:15][C:16]([C:19]([NH:21][CH:22]5[CH2:27][CH2:26][N:25]([C:28]([O:30]C(C)(C)C)=O)[CH2:24][CH2:23]5)=[O:20])=[CH:17][C:18]=4[C:10]=3[CH2:9]2)=[CH:4][CH:3]=1.[F:37][C:38]1[CH:46]=[CH:45][C:41](C(Cl)=O)=[CH:40][CH:39]=1.C(N(CC)CC)C.C(=O)(O)[O-].[Na+]. Given the product [F:37][C:38]1[CH:46]=[CH:45][C:41]([C:28]([N:25]2[CH2:26][CH2:27][CH:22]([NH:21][C:19]([C:16]3[CH:15]=[CH:14][C:13]4[NH:12][C:11]5[CH2:35][CH2:36][N:8]([C:5]6[CH:4]=[CH:3][C:2]([F:1])=[CH:7][CH:6]=6)[CH2:9][C:10]=5[C:18]=4[CH:17]=3)=[O:20])[CH2:23][CH2:24]2)=[O:30])=[CH:40][CH:39]=1, predict the reactants needed to synthesize it. (5) The reactants are: [NH2:1][C:2]1[N:7]=[C:6]([CH3:8])[C:5]([C:9]#[N:10])=[CH:4][N:3]=1.[CH3:11][C:12]([O-])=[O:13].[Na+].CC(O)=O.CC(OC(C)=O)=O. Given the product [CH3:8][C:6]1[C:5]([C:9]#[N:10])=[CH:4][N:3]=[C:2]([NH:1][C:12](=[O:13])[CH3:11])[N:7]=1, predict the reactants needed to synthesize it. (6) Given the product [CH3:16][S:1][C:2]1[NH:6][C:5]2[CH:7]=[CH:8][C:9]([O:11][CH3:12])=[CH:10][C:4]=2[N:3]=1, predict the reactants needed to synthesize it. The reactants are: [SH:1][C:2]1[NH:6][C:5]2[CH:7]=[CH:8][C:9]([O:11][CH3:12])=[CH:10][C:4]=2[N:3]=1.[OH-].[K+].I[CH3:16].Cl. (7) Given the product [N:1]1[C:10]2[C:5](=[C:6]([NH:11][C:21]([NH:20][CH2:19][C:18]3[CH:17]=[CH:16][C:15]([O:14][C:13]([F:12])([F:26])[F:25])=[CH:24][CH:23]=3)=[O:22])[CH:7]=[CH:8][CH:9]=2)[CH:4]=[CH:3][N:2]=1, predict the reactants needed to synthesize it. The reactants are: [N:1]1[C:10]2[CH:9]=[CH:8][CH:7]=[C:6]([NH2:11])[C:5]=2[CH:4]=[CH:3][N:2]=1.[F:12][C:13]([F:26])([F:25])[O:14][C:15]1[CH:24]=[CH:23][C:18]([CH2:19][N:20]=[C:21]=[O:22])=[CH:17][CH:16]=1.